From a dataset of NCI-60 drug combinations with 297,098 pairs across 59 cell lines. Regression. Given two drug SMILES strings and cell line genomic features, predict the synergy score measuring deviation from expected non-interaction effect. (1) Drug 1: CC1C(C(CC(O1)OC2CC(CC3=C2C(=C4C(=C3O)C(=O)C5=C(C4=O)C(=CC=C5)OC)O)(C(=O)C)O)N)O.Cl. Drug 2: C1CC(C1)(C(=O)O)C(=O)O.[NH2-].[NH2-].[Pt+2]. Cell line: COLO 205. Synergy scores: CSS=33.3, Synergy_ZIP=-5.29, Synergy_Bliss=0.354, Synergy_Loewe=-17.1, Synergy_HSA=0.00849. (2) Drug 1: CS(=O)(=O)C1=CC(=C(C=C1)C(=O)NC2=CC(=C(C=C2)Cl)C3=CC=CC=N3)Cl. Drug 2: C1C(C(OC1N2C=C(C(=O)NC2=O)F)CO)O. Cell line: DU-145. Synergy scores: CSS=44.1, Synergy_ZIP=3.11, Synergy_Bliss=2.59, Synergy_Loewe=-26.2, Synergy_HSA=2.09. (3) Drug 1: CC1=C(C(=O)C2=C(C1=O)N3CC4C(C3(C2COC(=O)N)OC)N4)N. Drug 2: C(CCl)NC(=O)N(CCCl)N=O. Synergy scores: CSS=2.05, Synergy_ZIP=0.868, Synergy_Bliss=2.62, Synergy_Loewe=-4.13, Synergy_HSA=-3.78. Cell line: M14. (4) Drug 1: CNC(=O)C1=CC=CC=C1SC2=CC3=C(C=C2)C(=NN3)C=CC4=CC=CC=N4. Drug 2: C(CN)CNCCSP(=O)(O)O. Cell line: OVCAR-4. Synergy scores: CSS=1.86, Synergy_ZIP=-0.674, Synergy_Bliss=-1.29, Synergy_Loewe=-4.46, Synergy_HSA=-2.42.